This data is from Catalyst prediction with 721,799 reactions and 888 catalyst types from USPTO. The task is: Predict which catalyst facilitates the given reaction. (1) Reactant: [CH3:1][S:2]([NH2:5])(=[O:4])=[O:3].C1(P(C2CCCCC2)C2C=CC=CC=2C2C(C(C)C)=CC(C(C)C)=CC=2C(C)C)CCCCC1.C(=O)([O-])[O-].[Cs+].[Cs+].Cl[C:47]1[N:52]=[C:51]([S:53][CH2:54][C:55]2[CH:60]=[CH:59][CH:58]=[C:57]([F:61])[C:56]=2[F:62])[N:50]=[C:49]([O:63][CH2:64][CH2:65][OH:66])[CH:48]=1. Product: [F:62][C:56]1[C:57]([F:61])=[CH:58][CH:59]=[CH:60][C:55]=1[CH2:54][S:53][C:51]1[N:52]=[C:47]([NH:5][S:2]([CH3:1])(=[O:4])=[O:3])[CH:48]=[C:49]([O:63][CH2:64][CH2:65][OH:66])[N:50]=1. The catalyst class is: 62. (2) Reactant: [Br:1][C:2]1[CH:3]=[C:4]([CH2:8][NH:9][CH2:10][C@:11]2([OH:29])[CH2:16][CH2:15][CH2:14][C@H:13]([CH2:17][N:18]3[C:22]4[CH:23]=[C:24]([C:27]#[N:28])[CH:25]=[CH:26][C:21]=4[N:20]=[CH:19]3)[CH2:12]2)[CH:5]=[CH:6][CH:7]=1.C1N=CN([C:35](N2C=NC=C2)=[O:36])C=1. Product: [Br:1][C:2]1[CH:3]=[C:4]([CH2:8][N:9]2[CH2:10][C@@:11]3([CH2:16][CH2:15][CH2:14][C@H:13]([CH2:17][N:18]4[C:22]5[CH:23]=[C:24]([C:27]#[N:28])[CH:25]=[CH:26][C:21]=5[N:20]=[CH:19]4)[CH2:12]3)[O:29][C:35]2=[O:36])[CH:5]=[CH:6][CH:7]=1. The catalyst class is: 258.